The task is: Predict the reactants needed to synthesize the given product.. This data is from Full USPTO retrosynthesis dataset with 1.9M reactions from patents (1976-2016). (1) Given the product [CH3:17][N:14]1[CH2:13][CH2:12][C:11](=[C:10]2[C:9]3[CH:18]=[CH:19][CH:20]=[CH:21][C:8]=3[CH2:7][O:6][C:5]3[CH:22]=[CH:23][C:2]([C:24]#[N:25])=[CH:3][C:4]2=3)[CH2:16][CH2:15]1, predict the reactants needed to synthesize it. The reactants are: Br[C:2]1[CH:23]=[CH:22][C:5]2[O:6][CH2:7][C:8]3[CH:21]=[CH:20][CH:19]=[CH:18][C:9]=3[C:10](=[C:11]3[CH2:16][CH2:15][N:14]([CH3:17])[CH2:13][CH2:12]3)[C:4]=2[CH:3]=1.[CH3:24][N:25](C=O)C. (2) Given the product [Cl:1][C:2]1[CH:18]=[CH:17][C:5]([C:6]2[S:16][C:13]3[CH:12]=[C:11]([S:14][CH3:15])[CH:10]=[CH:9][C:8]=3[N:7]=2)=[CH:4][CH:3]=1, predict the reactants needed to synthesize it. The reactants are: [Cl:1][C:2]1[CH:18]=[CH:17][C:5]([C:6](=[S:16])[NH:7][C:8]2[CH:13]=[CH:12][C:11]([S:14][CH3:15])=[CH:10][CH:9]=2)=[CH:4][CH:3]=1.[OH-].[Na+]. (3) Given the product [OH:1][C:2]1[CH:9]=[CH:8][C:7]([O:10][CH3:11])=[CH:6][C:3]=1[CH:4]=[N:13][OH:14], predict the reactants needed to synthesize it. The reactants are: [OH:1][C:2]1[CH:9]=[CH:8][C:7]([O:10][CH3:11])=[CH:6][C:3]=1[CH:4]=O.Cl.[NH2:13][OH:14].N1C=CC=CC=1.